This data is from Human intestinal absorption (HIA) binary classification data from Hou et al.. The task is: Regression/Classification. Given a drug SMILES string, predict its absorption, distribution, metabolism, or excretion properties. Task type varies by dataset: regression for continuous measurements (e.g., permeability, clearance, half-life) or binary classification for categorical outcomes (e.g., BBB penetration, CYP inhibition). Dataset: hia_hou. (1) The drug is O=C1CN(/N=C/c2ccc([N+](=O)[O-])o2)C(=O)N1. The result is 1 (good absorption). (2) The molecule is CC1(C)[C@H](C(=O)O)N2C(=O)C[C@@H]2S1(=O)=O. The result is 0 (poor absorption). (3) The molecule is COCCc1ccc(OC[C@@H](O)CNC(C)C)cc1. The result is 1 (good absorption). (4) The compound is O=C1OC2(c3ccc(O)cc3Oc3cc(O)ccc32)c2ccccc21. The result is 1 (good absorption). (5) The compound is CC(=O)N(C[C@H](O)CO)c1c(I)c(C(=O)NC[C@H](O)CO)c(I)c(C(=O)NC[C@H](O)CO)c1I. The result is 0 (poor absorption). (6) The compound is C=C[C@H]1CN2CC[C@@H]1C[C@@H]2[C@@H](O)c1ccnc2ccc(OC)cc12. The result is 1 (good absorption). (7) The drug is CCOC(=O)[C@H](CCc1ccccc1)N[C@@H]1CCCN2CCC[C@@H](C(=O)O)N2C1=O. The result is 1 (good absorption).